This data is from Full USPTO retrosynthesis dataset with 1.9M reactions from patents (1976-2016). The task is: Predict the reactants needed to synthesize the given product. (1) Given the product [Cl:1][C:2]1[CH:12]=[C:11]([C:13]([NH:20][CH:17]([CH3:16])[CH2:18][OH:19])=[O:15])[CH:10]=[CH:9][C:3]=1[C:4]([O:6][CH2:7][CH3:8])=[O:5], predict the reactants needed to synthesize it. The reactants are: [Cl:1][C:2]1[CH:12]=[C:11]([C:13]([O-:15])=O)[CH:10]=[CH:9][C:3]=1[C:4]([O:6][CH2:7][CH3:8])=[O:5].[CH3:16][CH:17]([NH2:20])[CH2:18][OH:19].O.OC1C2N=NNC=2C=CC=1.Cl.C(N=C=NCCCN(C)C)C. (2) The reactants are: [CH2:1]([O:3][C:4](=[O:17])[C:5]([F:16])([F:15])[C:6]1[CH:11]=[CH:10][C:9]([N+:12]([O-])=O)=[CH:8][CH:7]=1)[CH3:2].ClCCl.[F:21][C:22]([F:33])([F:32])[C:23]1[CH:24]=[C:25]([CH:29]=[CH:30][CH:31]=1)[C:26](Cl)=[O:27].CCN(C(C)C)C(C)C. Given the product [CH2:1]([O:3][C:4](=[O:17])[C:5]([F:16])([F:15])[C:6]1[CH:11]=[CH:10][C:9]([NH:12][C:26](=[O:27])[C:25]2[CH:29]=[CH:30][CH:31]=[C:23]([C:22]([F:21])([F:32])[F:33])[CH:24]=2)=[CH:8][CH:7]=1)[CH3:2], predict the reactants needed to synthesize it. (3) Given the product [CH:29]1([CH2:32][NH:33][C:11]([C:9]2[CH:8]=[CH:7][C:6]3[N:2]([CH3:1])[C:3]([NH:14][C:15]4[S:16][C:17]5[CH:23]=[C:22]([O:24][C:25]([F:26])([F:28])[F:27])[CH:21]=[CH:20][C:18]=5[N:19]=4)=[N:4][C:5]=3[CH:10]=2)=[O:13])[CH2:31][CH2:30]1, predict the reactants needed to synthesize it. The reactants are: [CH3:1][N:2]1[C:6]2[CH:7]=[CH:8][C:9]([C:11]([OH:13])=O)=[CH:10][C:5]=2[N:4]=[C:3]1[NH:14][C:15]1[S:16][C:17]2[CH:23]=[C:22]([O:24][C:25]([F:28])([F:27])[F:26])[CH:21]=[CH:20][C:18]=2[N:19]=1.[CH:29]1([CH2:32][NH2:33])[CH2:31][CH2:30]1.C1C=CC(P(N=[N+]=[N-])(C2C=CC=CC=2)=O)=CC=1.CCN(C(C)C)C(C)C. (4) Given the product [CH3:20][N:21]([CH3:23])[CH:22]=[C:8]([C:9]1[CH:14]=[CH:13][N:12]=[C:11]([S:15][CH3:16])[N:10]=1)[C:7]([C:5]1[S:6][C:2]([Cl:1])=[CH:3][CH:4]=1)=[O:17], predict the reactants needed to synthesize it. The reactants are: [Cl:1][C:2]1[S:6][C:5]([C:7](=[O:17])[CH2:8][C:9]2[CH:14]=[CH:13][N:12]=[C:11]([S:15][CH3:16])[N:10]=2)=[CH:4][CH:3]=1.CO[CH:20](OC)[N:21]([CH3:23])[CH3:22]. (5) Given the product [N:29]1[CH:30]=[CH:31][CH:32]=[C:27]([NH:26][C:15]([C:12]2[N:10]3[N:11]=[C:6]([O:5][CH2:4][CH2:3][C:2]([F:1])([F:19])[F:18])[CH:7]=[CH:8][C:9]3=[N:14][CH:13]=2)=[O:17])[CH:28]=1, predict the reactants needed to synthesize it. The reactants are: [F:1][C:2]([F:19])([F:18])[CH2:3][CH2:4][O:5][C:6]1[CH:7]=[CH:8][C:9]2[N:10]([C:12]([C:15]([OH:17])=O)=[CH:13][N:14]=2)[N:11]=1.C(Cl)(=O)C(Cl)=O.[NH2:26][C:27]1[CH:28]=[N:29][CH:30]=[CH:31][CH:32]=1.CCN(C(C)C)C(C)C. (6) Given the product [C:29]([C:28]1[CH:31]=[C:24]([C:20]2[N:19]=[C:18]([NH:17][C:14]3[CH:13]=[CH:12][C:11]([N:8]4[CH2:7][CH2:6][N:5]([CH:3]5[CH2:4][O:1][CH2:2]5)[CH2:10][CH2:9]4)=[CH:16][CH:15]=3)[N:23]=[CH:22][N:21]=2)[CH:25]=[CH:26][C:27]=1[O:32][CH:33]1[CH2:38][CH2:37][N:36]([C:50]([NH:49][CH3:48])=[O:51])[CH2:35][CH2:34]1)#[N:30], predict the reactants needed to synthesize it. The reactants are: [O:1]1[CH2:4][CH:3]([N:5]2[CH2:10][CH2:9][N:8]([C:11]3[CH:16]=[CH:15][C:14]([NH:17][C:18]4[N:23]=[CH:22][N:21]=[C:20]([C:24]5[CH:25]=[CH:26][C:27]([O:32][CH:33]6[CH2:38][CH2:37][NH:36][CH2:35][CH2:34]6)=[C:28]([CH:31]=5)[C:29]#[N:30])[N:19]=4)=[CH:13][CH:12]=3)[CH2:7][CH2:6]2)[CH2:2]1.C(N(CC)C(C)C)(C)C.[CH3:48][N:49]=[C:50]=[O:51]. (7) Given the product [S:10]=[C:5]1[S:4][C:3]2[CH:2]=[C:12]3[C:13](=[CH:8][C:7]=2[S:6]1)[C:14](=[O:17])[CH:15]=[CH:16][C:11]3=[O:18], predict the reactants needed to synthesize it. The reactants are: Br[CH2:2][C:3]1[S:4][C:5](=[S:10])[S:6][C:7]=1[CH2:8]Br.[C:11]1(=[O:18])[CH:16]=[CH:15][C:14](=[O:17])[CH:13]=[CH:12]1.ClC1C(=O)C(C#N)=C(C#N)C(=O)C=1Cl. (8) The reactants are: Br[C:2]1[C:3]2[C:8]([CH:9]=[C:10]3[C:15]=1[CH:14]=[CH:13][CH:12]=[CH:11]3)=[CH:7][CH:6]=[CH:5][CH:4]=2.C([Li])CCC.C[O:22][B:23](OC)[O:24]C.Cl. Given the product [CH:14]1[C:15]2[C:10](=[CH:9][C:8]3[C:3]([C:2]=2[B:23]([OH:24])[OH:22])=[CH:4][CH:5]=[CH:6][CH:7]=3)[CH:11]=[CH:12][CH:13]=1, predict the reactants needed to synthesize it. (9) Given the product [Cl:35][C:30]1[CH:31]=[CH:32][CH:33]=[CH:34][C:29]=1[C@H:27]([O:26][C:19]1[CH:18]=[C:17]([N:16]2[C:3]3[CH:4]=[C:5]([CH2:8][O:9][C:10](=[O:15])[C:11]([CH3:13])([CH3:12])[CH3:14])[CH:6]=[CH:7][C:2]=3[N:1]=[CH:36]2)[S:21][C:20]=1[C:22]([O:24][CH3:25])=[O:23])[CH3:28], predict the reactants needed to synthesize it. The reactants are: [NH2:1][C:2]1[CH:7]=[CH:6][C:5]([CH2:8][O:9][C:10](=[O:15])[C:11]([CH3:14])([CH3:13])[CH3:12])=[CH:4][C:3]=1[NH:16][C:17]1[S:21][C:20]([C:22]([O:24][CH3:25])=[O:23])=[C:19]([O:26][C@@H:27]([C:29]2[CH:34]=[CH:33][CH:32]=[CH:31][C:30]=2[Cl:35])[CH3:28])[CH:18]=1.[C:36]1(C)C=CC(S([O-])(=O)=O)=CC=1.[NH+]1C=CC=CC=1.C(OC(OCC)OCC)C.